From a dataset of NCI-60 drug combinations with 297,098 pairs across 59 cell lines. Regression. Given two drug SMILES strings and cell line genomic features, predict the synergy score measuring deviation from expected non-interaction effect. (1) Drug 1: C1=CC(=C2C(=C1NCCNCCO)C(=O)C3=C(C=CC(=C3C2=O)O)O)NCCNCCO. Drug 2: CC1OCC2C(O1)C(C(C(O2)OC3C4COC(=O)C4C(C5=CC6=C(C=C35)OCO6)C7=CC(=C(C(=C7)OC)O)OC)O)O. Cell line: NCI-H460. Synergy scores: CSS=72.8, Synergy_ZIP=3.39, Synergy_Bliss=2.84, Synergy_Loewe=7.65, Synergy_HSA=10.0. (2) Drug 1: CC1=CC2C(CCC3(C2CCC3(C(=O)C)OC(=O)C)C)C4(C1=CC(=O)CC4)C. Drug 2: CN1C(=O)N2C=NC(=C2N=N1)C(=O)N. Cell line: NCI/ADR-RES. Synergy scores: CSS=-2.21, Synergy_ZIP=2.40, Synergy_Bliss=-0.265, Synergy_Loewe=-5.56, Synergy_HSA=-5.05. (3) Drug 1: CC1=C(C=C(C=C1)NC2=NC=CC(=N2)N(C)C3=CC4=NN(C(=C4C=C3)C)C)S(=O)(=O)N.Cl. Drug 2: CC1=C(C(=O)C2=C(C1=O)N3CC4C(C3(C2COC(=O)N)OC)N4)N. Cell line: NCI/ADR-RES. Synergy scores: CSS=-1.71, Synergy_ZIP=-0.290, Synergy_Bliss=-2.29, Synergy_Loewe=-12.5, Synergy_HSA=-5.85. (4) Drug 1: C1=NC2=C(N1)C(=S)N=C(N2)N. Drug 2: C1CNP(=O)(OC1)N(CCCl)CCCl. Cell line: SK-MEL-5. Synergy scores: CSS=12.3, Synergy_ZIP=-1.18, Synergy_Bliss=-5.54, Synergy_Loewe=-22.8, Synergy_HSA=-5.60. (5) Drug 1: CC1OCC2C(O1)C(C(C(O2)OC3C4COC(=O)C4C(C5=CC6=C(C=C35)OCO6)C7=CC(=C(C(=C7)OC)O)OC)O)O. Drug 2: C1=C(C(=O)NC(=O)N1)N(CCCl)CCCl. Cell line: UACC62. Synergy scores: CSS=52.4, Synergy_ZIP=-1.46, Synergy_Bliss=2.49, Synergy_Loewe=5.06, Synergy_HSA=7.32. (6) Drug 1: C1=NC2=C(N=C(N=C2N1C3C(C(C(O3)CO)O)O)F)N. Drug 2: C1=NC(=NC(=O)N1C2C(C(C(O2)CO)O)O)N. Cell line: HCT-15. Synergy scores: CSS=11.3, Synergy_ZIP=-4.88, Synergy_Bliss=5.94, Synergy_Loewe=-16.2, Synergy_HSA=1.14. (7) Drug 1: C1=NC2=C(N1)C(=S)N=CN2. Drug 2: C(CC(=O)O)C(=O)CN.Cl. Cell line: MDA-MB-435. Synergy scores: CSS=22.4, Synergy_ZIP=0.0568, Synergy_Bliss=0.501, Synergy_Loewe=-41.2, Synergy_HSA=-0.227.